From a dataset of Reaction yield outcomes from USPTO patents with 853,638 reactions. Predict the reaction yield, written as a fraction of the theoretical maximum amount of product (1.0 means a 100% yield; for example, 0.34 means a 34% yield). (1) The reactants are [Br:1][C:2]1[C:3]([OH:24])=[CH:4][CH:5]=[C:6]2[C:11]=1[O:10][C:9]([CH:12]1[CH2:17][CH2:16][N:15]([C:18](=[O:21])[CH2:19][CH3:20])[CH2:14][CH2:13]1)=[C:8]([CH3:22])[C:7]2=[O:23].C(N(C(C)C)CC)(C)C.Cl[CH2:35][O:36][CH3:37].O. The catalyst is ClCCl. The product is [Br:1][C:2]1[C:3]([O:24][CH2:35][O:36][CH3:37])=[CH:4][CH:5]=[C:6]2[C:11]=1[O:10][C:9]([CH:12]1[CH2:17][CH2:16][N:15]([C:18](=[O:21])[CH2:19][CH3:20])[CH2:14][CH2:13]1)=[C:8]([CH3:22])[C:7]2=[O:23]. The yield is 0.510. (2) The reactants are [Cl:1][C:2]1[CH:3]=[C:4]2[C:12](=[CH:13][CH:14]=1)[NH:11][C:10]1[CH2:9][CH2:8][CH:7]([C:15]([NH2:17])=O)[CH2:6][C:5]2=1.[H-].[Al+3].[Li+].[H-].[H-].[H-].O. The catalyst is C1COCC1. The product is [Cl:1][C:2]1[CH:3]=[C:4]2[C:12](=[CH:13][CH:14]=1)[NH:11][C:10]1[CH2:9][CH2:8][CH:7]([CH2:15][NH2:17])[CH2:6][C:5]2=1. The yield is 0.520. (3) The reactants are [Cl-].O[NH3+:3].[C:4](=[O:7])([O-])[OH:5].[Na+].CS(C)=O.[CH2:13]([C:17]1[N:21]([CH2:22][C:23]2[CH:28]=[CH:27][C:26]([C:29]3[C:30]([C:35]#[N:36])=[CH:31][CH:32]=[CH:33][CH:34]=3)=[CH:25][CH:24]=2)[C:20](=[O:37])[N:19]([CH2:38][C:39](=[O:44])[C:40]([CH3:43])([CH3:42])[CH3:41])[N:18]=1)[CH2:14][CH2:15][CH3:16]. The catalyst is C(OCC)(=O)C. The product is [CH2:13]([C:17]1[N:21]([CH2:22][C:23]2[CH:28]=[CH:27][C:26]([C:29]3[CH:34]=[CH:33][CH:32]=[CH:31][C:30]=3[C:35]3[NH:3][C:4](=[O:7])[O:5][N:36]=3)=[CH:25][CH:24]=2)[C:20](=[O:37])[N:19]([CH2:38][C:39](=[O:44])[C:40]([CH3:43])([CH3:42])[CH3:41])[N:18]=1)[CH2:14][CH2:15][CH3:16]. The yield is 0.630. (4) The reactants are Cl.[NH2:2][C:3]1[N:8]=[C:7]([C:9]2[CH:18]=[C:17]3[C:12]([CH2:13][CH2:14][N:15]([C:19](=[O:34])[CH2:20][CH:21]4[CH2:26][CH2:25][N:24](C(OC(C)(C)C)=O)[CH2:23][CH2:22]4)[CH2:16]3)=[CH:11][CH:10]=2)[CH:6]=[C:5]([N:35]2[CH2:40][CH2:39][N:38]([CH3:41])[CH2:37][CH2:36]2)[N:4]=1. The catalyst is O1CCOCC1.CO. The product is [CH3:41][N:38]1[CH2:37][CH2:36][N:35]([C:5]2[CH:6]=[C:7]([C:9]3[CH:18]=[C:17]4[C:12]([CH2:13][CH2:14][N:15]([C:19](=[O:34])[CH2:20][CH:21]5[CH2:26][CH2:25][NH:24][CH2:23][CH2:22]5)[CH2:16]4)=[CH:11][CH:10]=3)[N:8]=[C:3]([NH2:2])[N:4]=2)[CH2:40][CH2:39]1. The yield is 0.980. (5) The reactants are [CH3:1][C:2]1[CH:3]=[N:4][N:5]([CH2:7][C:8]2[CH:13]=[CH:12][C:11]([CH2:14]O)=[CH:10][CH:9]=2)[CH:6]=1.C1(P(C2C=CC=CC=2)C2C=CC=CC=2)C=CC=CC=1.C(Br)(Br)(Br)[Br:36]. The catalyst is ClCCl.C(Cl)(Cl)Cl. The product is [Br:36][CH2:14][C:11]1[CH:12]=[CH:13][C:8]([CH2:7][N:5]2[CH:6]=[C:2]([CH3:1])[CH:3]=[N:4]2)=[CH:9][CH:10]=1. The yield is 0.610. (6) The reactants are FC(F)(F)S(O[C:7]1[CH2:12][CH2:11][N:10]([C:13]([O:15][C:16]([CH3:19])([CH3:18])[CH3:17])=[O:14])[CH2:9][CH:8]=1)(=O)=O.[Cl:22][C:23]1[C:28]([F:29])=[CH:27][CH:26]=[CH:25][C:24]=1B(O)O.C([O-])([O-])=O.[Na+].[Na+]. The catalyst is COCCOC.C1C=CC([P]([Pd]([P](C2C=CC=CC=2)(C2C=CC=CC=2)C2C=CC=CC=2)([P](C2C=CC=CC=2)(C2C=CC=CC=2)C2C=CC=CC=2)[P](C2C=CC=CC=2)(C2C=CC=CC=2)C2C=CC=CC=2)(C2C=CC=CC=2)C2C=CC=CC=2)=CC=1. The product is [Cl:22][C:23]1[C:28]([F:29])=[CH:27][CH:26]=[CH:25][C:24]=1[C:7]1[CH2:12][CH2:11][N:10]([C:13]([O:15][C:16]([CH3:17])([CH3:18])[CH3:19])=[O:14])[CH2:9][CH:8]=1. The yield is 0.520. (7) The reactants are [CH:1]([S:4]([C:7]1[CH:12]=[CH:11][C:10]([C:13]2[N:14]=[C:15]3[C:21]([C:22]#[C:23][Si](C)(C)C)=[CH:20][N:19](S(C4C=CC(C)=CC=4)(=O)=O)[C:16]3=[N:17][CH:18]=2)=[CH:9][CH:8]=1)(=[O:6])=[O:5])([CH3:3])[CH3:2].O.O.O.[F-].C([N+](CCCC)(CCCC)CCCC)CCC. The catalyst is C1COCC1. The product is [C:22]([C:21]1[C:15]2[C:16](=[N:17][CH:18]=[C:13]([C:10]3[CH:9]=[CH:8][C:7]([S:4]([CH:1]([CH3:3])[CH3:2])(=[O:6])=[O:5])=[CH:12][CH:11]=3)[N:14]=2)[NH:19][CH:20]=1)#[CH:23]. The yield is 0.610.